From a dataset of Full USPTO retrosynthesis dataset with 1.9M reactions from patents (1976-2016). Predict the reactants needed to synthesize the given product. (1) Given the product [CH:19]([Si:18]([CH:25]([CH3:27])[CH3:26])([CH:22]([CH3:24])[CH3:23])[O:1][C:2]1[CH:11]=[CH:10][C:5]2[C:6](=[O:9])[CH2:7][O:8][C:4]=2[CH:3]=1)([CH3:21])[CH3:20], predict the reactants needed to synthesize it. The reactants are: [OH:1][C:2]1[CH:11]=[CH:10][C:5]2[C:6](=[O:9])[CH2:7][O:8][C:4]=2[CH:3]=1.N1C=CN=C1.Cl[Si:18]([CH:25]([CH3:27])[CH3:26])([CH:22]([CH3:24])[CH3:23])[CH:19]([CH3:21])[CH3:20].CCOC(C)=O. (2) Given the product [CH2:11]([N:7]1[C:8]2[C:4](=[CH:3][C:2]([N:1]3[C:34]([CH3:35])=[CH:33][CH:29]=[C:30]3[CH3:32])=[CH:10][CH:9]=2)[C:5]([C:23]2[CH:24]=[CH:25][CH:26]=[CH:27][CH:28]=2)=[C:6]1[C:18]([O:20][CH2:21][CH3:22])=[O:19])[C:12]1[CH:17]=[CH:16][CH:15]=[CH:14][CH:13]=1, predict the reactants needed to synthesize it. The reactants are: [NH2:1][C:2]1[CH:3]=[C:4]2[C:8](=[CH:9][CH:10]=1)[N:7]([CH2:11][C:12]1[CH:17]=[CH:16][CH:15]=[CH:14][CH:13]=1)[C:6]([C:18]([O:20][CH2:21][CH3:22])=[O:19])=[C:5]2[C:23]1[CH:28]=[CH:27][CH:26]=[CH:25][CH:24]=1.[CH2:29]([CH2:33][C:34](=O)[CH3:35])[C:30]([CH3:32])=O. (3) Given the product [CH:1]1[C:14]2[CH:13]=[C:12]([C:19]3[CH:20]=[C:21]([C:26]4[N:31]=[C:30]([C:32]5[CH:37]=[CH:36][C:35]([CH3:38])=[CH:34][CH:33]=5)[N:29]=[C:28]([C:39]5[CH:44]=[CH:43][C:42]([CH3:45])=[CH:41][CH:40]=5)[N:27]=4)[CH:22]=[C:23]([C:13]4[C:14]5[C:5]([C:6]6[CH:7]=[CH:8][CH:9]=[CH:10][C:11]=6[CH:12]=4)=[CH:4][CH:3]=[CH:2][CH:1]=5)[CH:24]=3)[C:11]3[C:6](=[CH:7][CH:8]=[CH:9][CH:10]=3)[C:5]=2[CH:4]=[CH:3][CH:2]=1, predict the reactants needed to synthesize it. The reactants are: [CH:1]1[C:14]2[CH:13]=[C:12](B(O)O)[C:11]3[C:6](=[CH:7][CH:8]=[CH:9][CH:10]=3)[C:5]=2[CH:4]=[CH:3][CH:2]=1.Br[C:19]1[CH:20]=[C:21]([C:26]2[N:31]=[C:30]([C:32]3[CH:37]=[CH:36][C:35]([CH3:38])=[CH:34][CH:33]=3)[N:29]=[C:28]([C:39]3[CH:44]=[CH:43][C:42]([CH3:45])=[CH:41][CH:40]=3)[N:27]=2)[CH:22]=[C:23](Br)[CH:24]=1.[OH-].[Na+]. (4) The reactants are: [CH2:1]([O:5][CH:6]([O:8][NH:9][C:10]([C:12]1[CH:13]=[N:14][C:15]([N:18]2[CH2:23][CH:22]3[CH:20]([CH:21]3[NH:24][CH2:25][C:26]3[CH:35]=[CH:34][C:33]4[C:28](=[CH:29][CH:30]=[CH:31][CH:32]=4)[CH:27]=3)[CH2:19]2)=[N:16][CH:17]=1)=[O:11])[CH3:7])[CH:2]([CH3:4])[CH3:3].[H-].[Na+].Br[CH2:39][CH2:40][N:41]([CH2:44][CH3:45])[CH2:42][CH3:43]. Given the product [CH2:1]([O:5][CH:6]([O:8][NH:9][C:10]([C:12]1[CH:13]=[N:14][C:15]([N:18]2[CH2:19][CH:20]3[CH:22]([CH:21]3[N:24]([CH2:39][CH2:40][N:41]([CH2:44][CH3:45])[CH2:42][CH3:43])[CH2:25][C:26]3[CH:35]=[CH:34][C:33]4[C:28](=[CH:29][CH:30]=[CH:31][CH:32]=4)[CH:27]=3)[CH2:23]2)=[N:16][CH:17]=1)=[O:11])[CH3:7])[CH:2]([CH3:4])[CH3:3], predict the reactants needed to synthesize it. (5) Given the product [CH3:1][C@@H:2]1[N:7]([C:8]2[C:9]([O:22][S:30]([C:33]([F:36])([F:35])[F:34])(=[O:31])=[O:29])=[N:10][C:11]3[C:16]([N:17]=2)=[CH:15][C:14]([C:18]([O:20][CH3:21])=[O:19])=[CH:13][CH:12]=3)[CH2:6][CH2:5][O:4][CH2:3]1, predict the reactants needed to synthesize it. The reactants are: [CH3:1][C@@H:2]1[N:7]([C:8]2[C:9](=[O:22])[NH:10][C:11]3[C:16]([N:17]=2)=[CH:15][C:14]([C:18]([O:20][CH3:21])=[O:19])=[CH:13][CH:12]=3)[CH2:6][CH2:5][O:4][CH2:3]1.N1C=CC=CC=1.[O:29](S(C(F)(F)F)(=O)=O)[S:30]([C:33]([F:36])([F:35])[F:34])(=O)=[O:31]. (6) Given the product [CH3:1][O:2][C:3]1[CH:4]=[C:5]([CH:16]=[CH:17][CH:18]=1)[O:6][CH2:7][CH2:8][CH2:9][CH2:10][CH2:11][CH2:12][CH2:13][CH2:14][NH:15][C:20]1[C:29]2[C:24](=[CH:25][CH:26]=[CH:27][CH:28]=2)[N:23]=[CH:22][CH:21]=1, predict the reactants needed to synthesize it. The reactants are: [CH3:1][O:2][C:3]1[CH:4]=[C:5]([CH:16]=[CH:17][CH:18]=1)[O:6][CH2:7][CH2:8][CH2:9][CH2:10][CH2:11][CH2:12][CH2:13][CH2:14][NH2:15].Cl[C:20]1[C:29]2[C:24](=[CH:25][CH:26]=[CH:27][CH:28]=2)[N:23]=[CH:22][CH:21]=1.C(OCCCOCCCCCCCCNC1C2C(=CC=CC=2)N=CC=1)C. (7) The reactants are: [CH3:1][O:2][C:3]1[CH:9]=[C:8]([N:10]2[CH2:15][CH2:14][CH:13]([N:16]3[CH2:21][CH2:20][N:19]([CH3:22])[CH2:18][CH2:17]3)[CH2:12][CH2:11]2)[CH:7]=[CH:6][C:4]=1[NH2:5].C(O)C.CS(O)(=O)=O.Cl[C:32]1[N:37]=[CH:36][N:35]=[C:34]([NH:38][C:39]2[CH:44]=[CH:43][CH:42]=[CH:41][C:40]=2[S:45]([CH:48]([CH3:50])[CH3:49])(=[O:47])=[O:46])[N:33]=1. Given the product [CH3:1][O:2][C:3]1[CH:9]=[C:8]([N:10]2[CH2:15][CH2:14][CH:13]([N:16]3[CH2:17][CH2:18][N:19]([CH3:22])[CH2:20][CH2:21]3)[CH2:12][CH2:11]2)[CH:7]=[CH:6][C:4]=1[NH:5][C:36]1[N:35]=[C:34]([NH:38][C:39]2[CH:44]=[CH:43][CH:42]=[CH:41][C:40]=2[S:45]([CH:48]([CH3:50])[CH3:49])(=[O:46])=[O:47])[N:33]=[CH:32][N:37]=1, predict the reactants needed to synthesize it. (8) Given the product [Br:1][C:2]1[CH:11]=[C:10]2[C:5]([C:6]([CH:16]=[O:19])=[CH:7][C:8](=[O:15])[N:9]2[CH:12]2[CH2:14][CH2:13]2)=[CH:4][C:3]=1[F:17], predict the reactants needed to synthesize it. The reactants are: [Br:1][C:2]1[CH:11]=[C:10]2[C:5]([C:6]([CH3:16])=[CH:7][C:8](=[O:15])[N:9]2[CH:12]2[CH2:14][CH2:13]2)=[CH:4][C:3]=1[F:17].[Se](=O)=[O:19].O.